From a dataset of Reaction yield outcomes from USPTO patents with 853,638 reactions. Predict the reaction yield, written as a fraction of the theoretical maximum amount of product (1.0 means a 100% yield; for example, 0.34 means a 34% yield). (1) The yield is 0.950. The catalyst is CCOC(C)=O. The product is [Cl:29][C:23]1[CH:24]=[CH:25][C:26]([Cl:28])=[CH:27][C:22]=1[C:21]([NH:20][CH2:19][C:18]([NH:17][C@H:12]([B:11]1[O:4][C:1](=[O:5])[CH2:2][O:3]1)[CH2:13][CH:14]([CH3:16])[CH3:15])=[O:31])=[O:30]. The reactants are [C:1]([OH:5])(=[O:4])[CH2:2][OH:3].O1[B:11]([C@@H:12]([NH:17][C:18](=[O:31])[CH2:19][NH:20][C:21](=[O:30])[C:22]2[CH:27]=[C:26]([Cl:28])[CH:25]=[CH:24][C:23]=2[Cl:29])[CH2:13][CH:14]([CH3:16])[CH3:15])O[B:11]([C@@H:12]([NH:17][C:18](=[O:31])[CH2:19][NH:20][C:21](=[O:30])[C:22]2[CH:27]=[C:26]([Cl:28])[CH:25]=[CH:24][C:23]=2[Cl:29])[CH2:13][CH:14]([CH3:16])[CH3:15])O[B:11]1[C@@H:12]([NH:17][C:18](=[O:31])[CH2:19][NH:20][C:21](=[O:30])[C:22]1[CH:27]=[C:26]([Cl:28])[CH:25]=[CH:24][C:23]=1[Cl:29])[CH2:13][CH:14]([CH3:16])[CH3:15]. (2) The reactants are Br[C:2]1[CH:7]=[CH:6][N:5]=[C:4]([Cl:8])[CH:3]=1.[N:9]1([C:15]([O:17][C:18]([CH3:21])([CH3:20])[CH3:19])=[O:16])[CH2:14][CH2:13][NH:12][CH2:11][CH2:10]1.CC(C)([O-])C.[Na+]. The catalyst is C1(C)C=CC=CC=1.C1(P(C2C=CC=CC=2)C2C3OC4C(=CC=CC=4P(C4C=CC=CC=4)C4C=CC=CC=4)C(C)(C)C=3C=CC=2)C=CC=CC=1. The product is [Cl:8][C:4]1[CH:3]=[C:2]([N:12]2[CH2:11][CH2:10][N:9]([C:15]([O:17][C:18]([CH3:21])([CH3:20])[CH3:19])=[O:16])[CH2:14][CH2:13]2)[CH:7]=[CH:6][N:5]=1. The yield is 0.700. (3) The reactants are Br[C:2]1[N:7]=[C:6]2[N:8]([CH2:13][C@H:14]3[CH2:19][CH2:18][C@H:17]([O:20][CH3:21])[CH2:16][CH2:15]3)[C:9](=[O:12])[CH2:10][NH:11][C:5]2=[N:4][CH:3]=1.[CH3:22][Sn:23]([CH3:29])([CH3:28])[Sn:23]([CH3:29])([CH3:28])[CH3:22]. The catalyst is C1C=CC([P]([Pd]([P](C2C=CC=CC=2)(C2C=CC=CC=2)C2C=CC=CC=2)([P](C2C=CC=CC=2)(C2C=CC=CC=2)C2C=CC=CC=2)[P](C2C=CC=CC=2)(C2C=CC=CC=2)C2C=CC=CC=2)(C2C=CC=CC=2)C2C=CC=CC=2)=CC=1.O1CCOCC1. The product is [CH3:21][O:20][C@H:17]1[CH2:18][CH2:19][C@H:14]([CH2:13][N:8]2[C:6]3=[N:7][C:2]([Sn:23]([CH3:29])([CH3:28])[CH3:22])=[CH:3][N:4]=[C:5]3[NH:11][CH2:10][C:9]2=[O:12])[CH2:15][CH2:16]1. The yield is 0.690. (4) The reactants are O.NN.[N+:4]([C:7]1[CH:8]=[C:9]([CH:21]=[CH:22][CH:23]=1)[CH2:10][C:11]1[CH:16]=[CH:15][CH:14]=[CH:13][C:12]=1[C:17]([F:20])([F:19])[F:18])([O-])=O. The catalyst is [Pd].C(O)C. The product is [F:18][C:17]([F:19])([F:20])[C:12]1[CH:13]=[CH:14][CH:15]=[CH:16][C:11]=1[CH2:10][C:9]1[CH:8]=[C:7]([CH:23]=[CH:22][CH:21]=1)[NH2:4]. The yield is 0.920. (5) The reactants are [C:1]([NH:4][C:5]1[CH:10]=[CH:9][C:8]([C:11]2[C:16]([C:17](OC(C)(C)C)=[O:18])=[C:15]([NH2:24])[N:14]=[C:13]([C:25]3[C:30]([O:31][CH2:32][C:33]4[CH:38]=[CH:37][C:36]([O:39][CH3:40])=[CH:35][CH:34]=4)=[CH:29][CH:28]=[CH:27][C:26]=3[O:41][CH2:42][CH:43]3[CH2:45][CH2:44]3)[CH:12]=2)=[CH:7][C:6]=1[OH:46])(=[O:3])[CH3:2].[H-].COCCO[Al+]OCCOC.[Na+].[H-]. The catalyst is C1COCC1. The product is [NH2:24][C:15]1[C:16]([CH2:17][OH:18])=[C:11]([C:8]2[CH:9]=[CH:10][C:5]([NH:4][C:1](=[O:3])[CH3:2])=[C:6]([OH:46])[CH:7]=2)[CH:12]=[C:13]([C:25]2[C:30]([O:31][CH2:32][C:33]3[CH:34]=[CH:35][C:36]([O:39][CH3:40])=[CH:37][CH:38]=3)=[CH:29][CH:28]=[CH:27][C:26]=2[O:41][CH2:42][CH:43]2[CH2:45][CH2:44]2)[N:14]=1. The yield is 0.330. (6) The reactants are [F:1][C:2]([F:17])([F:16])[C:3](=O)/[CH:4]=[CH:5]/[C:6]1[C:14]2[C:9](=[CH:10][CH:11]=[CH:12][CH:13]=2)[NH:8][CH:7]=1.Cl.[S:19]([C:23]1[CH:28]=[CH:27][C:26]([NH:29][NH2:30])=[CH:25][CH:24]=1)(=[O:22])(=[O:21])[NH2:20]. No catalyst specified. The product is [S:19]([C:23]1[CH:24]=[CH:25][C:26]([N:29]2[CH:5]([C:6]3[C:14]4[C:9](=[CH:10][CH:11]=[CH:12][CH:13]=4)[NH:8][CH:7]=3)[CH2:4][C:3]([C:2]([F:17])([F:16])[F:1])=[N:30]2)=[CH:27][CH:28]=1)(=[O:22])(=[O:21])[NH2:20]. The yield is 0.820. (7) The reactants are C([O:3][CH:4](OCC)[C:5]1[CH:10]=[CH:9][C:8]([CH2:11][N:12]([CH3:14])[CH3:13])=[CH:7][CH:6]=1)C. The catalyst is Cl. The product is [CH3:14][N:12]([CH2:11][C:8]1[CH:7]=[CH:6][C:5]([CH:4]=[O:3])=[CH:10][CH:9]=1)[CH3:13]. The yield is 0.820. (8) The reactants are Cl[C:2]1[N:7]=[C:6]([CH3:8])[C:5]([N+:9]([O-:11])=[O:10])=[CH:4][CH:3]=1.[C:12]([O:16][C:17](=[O:25])[N:18]([CH2:22][CH2:23][OH:24])[CH2:19][CH2:20][CH3:21])([CH3:15])([CH3:14])[CH3:13].[H-].[Li+]. The catalyst is C1(C)C=CC=CC=1. The product is [C:12]([O:16][C:17](=[O:25])[N:18]([CH2:22][CH2:23][O:24][C:2]1[CH:3]=[CH:4][C:5]([N+:9]([O-:11])=[O:10])=[C:6]([CH3:8])[N:7]=1)[CH2:19][CH2:20][CH3:21])([CH3:13])([CH3:14])[CH3:15]. The yield is 0.702. (9) The reactants are C(OC([N:8]1[CH2:11][CH:10]([NH:12][C:13]2[C:22]3[C:17](=[CH:18][CH:19]=[CH:20][CH:21]=3)[N:16]([CH2:23][CH2:24][O:25][CH2:26][CH3:27])[C:15](=[O:28])[C:14]=2[C:29]#[N:30])[CH2:9]1)=O)(C)(C)C.[ClH:31]. The catalyst is O1CCOCC1. The product is [ClH:31].[NH:8]1[CH2:11][CH:10]([NH:12][C:13]2[C:22]3[C:17](=[CH:18][CH:19]=[CH:20][CH:21]=3)[N:16]([CH2:23][CH2:24][O:25][CH2:26][CH3:27])[C:15](=[O:28])[C:14]=2[C:29]#[N:30])[CH2:9]1. The yield is 1.00.